This data is from Catalyst prediction with 721,799 reactions and 888 catalyst types from USPTO. The task is: Predict which catalyst facilitates the given reaction. (1) Reactant: FC(F)(F)C(O)=O.[NH2:8][C:9]1[C:10]([C:27]([NH:29][C:30]2[C:35]([N:36]3[CH2:41][CH2:40][C:39]([NH:43]C(=O)OC(C)(C)C)([CH3:42])[CH2:38][CH2:37]3)=[CH:34][CH:33]=[CH:32][N:31]=2)=[O:28])=[N:11][C:12]([C:15]2[C:20]([C:21]([F:24])([F:23])[F:22])=[CH:19][CH:18]=[C:17]([O:25][CH3:26])[N:16]=2)=[CH:13][N:14]=1. Product: [NH2:8][C:9]1[C:10]([C:27]([NH:29][C:30]2[C:35]([N:36]3[CH2:41][CH2:40][C:39]([NH2:43])([CH3:42])[CH2:38][CH2:37]3)=[CH:34][CH:33]=[CH:32][N:31]=2)=[O:28])=[N:11][C:12]([C:15]2[C:20]([C:21]([F:22])([F:24])[F:23])=[CH:19][CH:18]=[C:17]([O:25][CH3:26])[N:16]=2)=[CH:13][N:14]=1. The catalyst class is: 4. (2) Reactant: Cl[C:2]1[N:15]=[C:14]([O:16][CH2:17][C:18]([F:21])([F:20])[F:19])[CH:13]=[CH:12][C:3]=1[C:4]([O:6]CC(F)(F)F)=[O:5].[F:22][C:23]1[CH:28]=[CH:27][C:26](B(O)O)=[CH:25][CH:24]=1.C(=O)(O)[O-].[Na+]. Product: [F:22][C:23]1[CH:28]=[CH:27][C:26]([C:2]2[N:15]=[C:14]([O:16][CH2:17][C:18]([F:19])([F:20])[F:21])[CH:13]=[CH:12][C:3]=2[C:4]([OH:6])=[O:5])=[CH:25][CH:24]=1. The catalyst class is: 104. (3) Reactant: Br[C:2]1[CH:3]=[CH:4][C:5]([O:10][C:11]([F:14])([F:13])[F:12])=[C:6]([CH:9]=1)[CH:7]=[O:8].[B:15]1([B:15]2[O:19][C:18]([CH3:21])([CH3:20])[C:17]([CH3:23])([CH3:22])[O:16]2)[O:19][C:18]([CH3:21])([CH3:20])[C:17]([CH3:23])([CH3:22])[O:16]1.C([O-])(=O)C.[K+].O. Product: [CH3:22][C:17]1([CH3:23])[C:18]([CH3:21])([CH3:20])[O:19][B:15]([C:2]2[CH:3]=[CH:4][C:5]([O:10][C:11]([F:14])([F:13])[F:12])=[C:6]([CH:9]=2)[CH:7]=[O:8])[O:16]1. The catalyst class is: 151. (4) Reactant: [ClH:1].[NH2:2][C:3]1[N:8]=[C:7]([C:9]2[CH:18]=[C:17]3[C:12]([CH2:13][CH2:14][N:15](C(OC(C)(C)C)=O)[CH2:16]3)=[CH:11][CH:10]=2)[CH:6]=[C:5]([N:26]2[CH2:31][CH2:30][N:29]([CH3:32])[CH2:28][CH2:27]2)[N:4]=1. Product: [CH3:32][N:29]1[CH2:28][CH2:27][N:26]([C:5]2[CH:6]=[C:7]([C:9]3[CH:18]=[C:17]4[C:12]([CH2:13][CH2:14][NH:15][CH2:16]4)=[CH:11][CH:10]=3)[N:8]=[C:3]([NH2:2])[N:4]=2)[CH2:31][CH2:30]1.[ClH:1]. The catalyst class is: 169.